Dataset: Forward reaction prediction with 1.9M reactions from USPTO patents (1976-2016). Task: Predict the product of the given reaction. Given the reactants [C:1]([OH:6])(=[O:5])[CH2:2][CH2:3][CH3:4].O[N:8]1[C:12](=[O:13])[CH2:11][CH2:10][C:9]1=[O:14].C1(N=C=NC2CCCCC2)CCCCC1, predict the reaction product. The product is: [O:14]=[C:9]1[CH2:10][CH2:11][C:12](=[O:13])[N:8]1[O:5][C:1](=[O:6])[CH2:2][CH2:3][CH3:4].